From a dataset of Reaction yield outcomes from USPTO patents with 853,638 reactions. Predict the reaction yield, written as a fraction of the theoretical maximum amount of product (1.0 means a 100% yield; for example, 0.34 means a 34% yield). The reactants are [O:1]=[C:2]1[CH2:10][C:9]2[C:4](=[CH:5][C:6]([C:11]([OH:13])=O)=[CH:7][CH:8]=2)[NH:3]1.[NH:14]1[CH2:19][CH2:18][CH2:17][C@@H:16]2[C:20]3[CH:21]=[CH:22][CH:23]=[CH:24][C:25]=3[CH2:26][C@H:15]12.F[P-](F)(F)(F)(F)F.N1(OC(N(C)C)=[N+](C)C)C2N=CC=CC=2N=N1. No catalyst specified. The product is [N:14]1([C:11]([C:6]2[CH:5]=[C:4]3[C:9]([CH2:10][C:2](=[O:1])[NH:3]3)=[CH:8][CH:7]=2)=[O:13])[CH2:19][CH2:18][CH2:17][C@@H:16]2[C:20]3[CH:21]=[CH:22][CH:23]=[CH:24][C:25]=3[CH2:26][C@H:15]12. The yield is 0.340.